Dataset: NCI-60 drug combinations with 297,098 pairs across 59 cell lines. Task: Regression. Given two drug SMILES strings and cell line genomic features, predict the synergy score measuring deviation from expected non-interaction effect. Drug 1: CS(=O)(=O)CCNCC1=CC=C(O1)C2=CC3=C(C=C2)N=CN=C3NC4=CC(=C(C=C4)OCC5=CC(=CC=C5)F)Cl. Drug 2: C1C(C(OC1N2C=NC3=C2NC=NCC3O)CO)O. Cell line: MDA-MB-231. Synergy scores: CSS=-8.23, Synergy_ZIP=1.88, Synergy_Bliss=0.0388, Synergy_Loewe=-5.03, Synergy_HSA=-5.19.